Predict the product of the given reaction. From a dataset of Forward reaction prediction with 1.9M reactions from USPTO patents (1976-2016). (1) Given the reactants Cl[C:2]1[CH:3]=[CH:4][C:5]([N+:14]([O-:16])=[O:15])=[C:6]([N:8]2[CH2:13][CH2:12][CH2:11][CH2:10][CH2:9]2)[CH:7]=1.[CH3:17][N:18]1[CH2:23][CH2:22][NH:21][CH2:20][CH2:19]1, predict the reaction product. The product is: [CH3:17][N:18]1[CH2:23][CH2:22][N:21]([C:2]2[CH:3]=[CH:4][C:5]([N+:14]([O-:16])=[O:15])=[C:6]([N:8]3[CH2:13][CH2:12][CH2:11][CH2:10][CH2:9]3)[CH:7]=2)[CH2:20][CH2:19]1. (2) Given the reactants [C:1]1([CH2:11][NH:12][C:13](=[O:20])[NH:14][O:15][CH2:16][C:17]([OH:19])=O)[C:10]2[C:5](=[CH:6][CH:7]=[CH:8][CH:9]=2)[CH:4]=[CH:3][CH:2]=1.[NH2:21][C@@H:22]([CH3:46])[C:23]([N:25]([C@@H:37]([CH3:45])[CH:38]([O:42][CH2:43][CH3:44])[O:39][CH2:40][CH3:41])[CH2:26][C:27]1[C:36]2[C:31](=[CH:32][CH:33]=[CH:34][CH:35]=2)[CH:30]=[CH:29][CH:28]=1)=[O:24], predict the reaction product. The product is: [CH2:43]([O:42][CH:38]([O:39][CH2:40][CH3:41])[C@@H:37]([N:25]([CH2:26][C:27]1[C:36]2[C:31](=[CH:32][CH:33]=[CH:34][CH:35]=2)[CH:30]=[CH:29][CH:28]=1)[C:23](=[O:24])[C@@H:22]([NH:21][C:17](=[O:19])[CH2:16][O:15][NH:14][C:13]([NH:12][CH2:11][C:1]1[C:10]2[C:5](=[CH:6][CH:7]=[CH:8][CH:9]=2)[CH:4]=[CH:3][CH:2]=1)=[O:20])[CH3:46])[CH3:45])[CH3:44]. (3) The product is: [C:1]([O:5][C:6]([N:8]1[CH2:13][CH2:12][CH:11]([N:19]2[CH2:20][CH2:21][CH:16]([OH:15])[CH2:17][CH2:18]2)[CH2:10][CH2:9]1)=[O:7])([CH3:4])([CH3:3])[CH3:2]. Given the reactants [C:1]([O:5][C:6]([N:8]1[CH2:13][CH2:12][C:11](=O)[CH2:10][CH2:9]1)=[O:7])([CH3:4])([CH3:3])[CH3:2].[OH:15][CH:16]1[CH2:21][CH2:20][NH:19][CH2:18][CH2:17]1.C(O)(=O)C, predict the reaction product. (4) Given the reactants [F:1][C:2]1[CH:3]=[CH:4][C:5]([O:37]C)=[C:6]([C:8]([CH3:36])([CH3:35])[CH2:9][C:10]([C:31]([F:34])([F:33])[F:32])([OH:30])[CH2:11][NH:12][C:13]2[CH:22]=[CH:21][CH:20]=[C:19]3[C:14]=2[CH:15]=[CH:16][C:17]([CH2:23][N:24]2[CH2:29][CH2:28][O:27][CH2:26][CH2:25]2)=[N:18]3)[CH:7]=1.B(Br)(Br)Br, predict the reaction product. The product is: [F:1][C:2]1[CH:3]=[CH:4][C:5]([OH:37])=[C:6]([C:8]([CH3:35])([CH3:36])[CH2:9][C:10]([C:31]([F:32])([F:34])[F:33])([OH:30])[CH2:11][NH:12][C:13]2[CH:22]=[CH:21][CH:20]=[C:19]3[C:14]=2[CH:15]=[CH:16][C:17]([CH2:23][N:24]2[CH2:29][CH2:28][O:27][CH2:26][CH2:25]2)=[N:18]3)[CH:7]=1. (5) Given the reactants [F:1][C:2]([F:31])([F:30])[O:3][C:4]1[CH:29]=[CH:28][C:7]([CH2:8][O:9][C:10]2[CH:15]=[CH:14][C:13]([N:16]3[C:20]4=[N:21][CH:22]=[C:23]([C:25]([OH:27])=O)[CH:24]=[C:19]4[N:18]=[CH:17]3)=[CH:12][CH:11]=2)=[CH:6][CH:5]=1.C1N=CN(C(N2C=NC=C2)=O)C=1.CCN(C(C)C)C(C)C.[N:53]1([CH2:59][CH2:60][NH2:61])[CH2:58][CH2:57][O:56][CH2:55][CH2:54]1, predict the reaction product. The product is: [F:1][C:2]([F:31])([F:30])[O:3][C:4]1[CH:29]=[CH:28][C:7]([CH2:8][O:9][C:10]2[CH:15]=[CH:14][C:13]([N:16]3[C:20]4=[N:21][CH:22]=[C:23]([C:25]([NH:61][CH2:60][CH2:59][N:53]5[CH2:58][CH2:57][O:56][CH2:55][CH2:54]5)=[O:27])[CH:24]=[C:19]4[N:18]=[CH:17]3)=[CH:12][CH:11]=2)=[CH:6][CH:5]=1. (6) Given the reactants [CH:1]1([C:4]2[N:9]=[C:8]([NH2:10])[CH:7]=[CH:6][N:5]=2)[CH2:3][CH2:2]1.Br[C:12]1[C:13](=[O:20])[N:14]([CH3:19])[CH:15]=[C:16]([Br:18])[CH:17]=1.C(=O)([O-])[O-].[Cs+].[Cs+].CC1(C)C2C(=C(P(C3C=CC=CC=3)C3C=CC=CC=3)C=CC=2)OC2C(P(C3C=CC=CC=3)C3C=CC=CC=3)=CC=CC1=2, predict the reaction product. The product is: [Br:18][C:16]1[CH:17]=[C:12]([NH:10][C:8]2[CH:7]=[CH:6][N:5]=[C:4]([CH:1]3[CH2:3][CH2:2]3)[N:9]=2)[C:13](=[O:20])[N:14]([CH3:19])[CH:15]=1. (7) Given the reactants [Br:1][C:2]1[C:3]([Cl:21])=[C:4]2[CH:10]=[CH:9][N:8]([Si](C(C)C)(C(C)C)C(C)C)[C:5]2=[N:6][CH:7]=1.CCCC[N+](CCCC)(CCCC)CCCC.[F-].O, predict the reaction product. The product is: [Br:1][C:2]1[C:3]([Cl:21])=[C:4]2[CH:10]=[CH:9][NH:8][C:5]2=[N:6][CH:7]=1. (8) Given the reactants [CH3:1][O:2][C:3]1[C:4]([CH2:11][S:12]([C:14]2[NH:24][C:17]3=[N:18][C:19]([O:22][CH3:23])=[CH:20][CH:21]=[C:16]3[N:15]=2)=[O:13])=[N:5][CH:6]=[CH:7][C:8]=1[O:9][CH3:10].C(=O)=O.CO, predict the reaction product. The product is: [CH3:1][O:2][C:3]1[C:4]([CH2:11][S@@:12]([C:14]2[NH:24][C:17]3=[N:18][C:19]([O:22][CH3:23])=[CH:20][CH:21]=[C:16]3[N:15]=2)=[O:13])=[N:5][CH:6]=[CH:7][C:8]=1[O:9][CH3:10].